This data is from Forward reaction prediction with 1.9M reactions from USPTO patents (1976-2016). The task is: Predict the product of the given reaction. Given the reactants [OH:1][C:2]1[CH:3]=[C:4]([CH:9]=[CH:10][CH:11]=1)[C:5]([O:7][CH3:8])=[O:6].Cl[CH2:13][O:14][CH3:15].CCN(C(C)C)C(C)C, predict the reaction product. The product is: [CH3:13][O:14][CH2:15][O:1][C:2]1[CH:3]=[C:4]([CH:9]=[CH:10][CH:11]=1)[C:5]([O:7][CH3:8])=[O:6].